From a dataset of HIV replication inhibition screening data with 41,000+ compounds from the AIDS Antiviral Screen. Binary Classification. Given a drug SMILES string, predict its activity (active/inactive) in a high-throughput screening assay against a specified biological target. The drug is CC1(C)OCC(C)(C)C(O)C1=O. The result is 0 (inactive).